From a dataset of Peptide-MHC class I binding affinity with 185,985 pairs from IEDB/IMGT. Regression. Given a peptide amino acid sequence and an MHC pseudo amino acid sequence, predict their binding affinity value. This is MHC class I binding data. (1) The peptide sequence is IVKYKQYLK. The MHC is HLA-B07:02 with pseudo-sequence HLA-B07:02. The binding affinity (normalized) is 0.0847. (2) The peptide sequence is STLKTFFWF. The MHC is H-2-Kb with pseudo-sequence H-2-Kb. The binding affinity (normalized) is 0.194.